From a dataset of NCI-60 drug combinations with 297,098 pairs across 59 cell lines. Regression. Given two drug SMILES strings and cell line genomic features, predict the synergy score measuring deviation from expected non-interaction effect. (1) Drug 1: CC12CCC(CC1=CCC3C2CCC4(C3CC=C4C5=CN=CC=C5)C)O. Drug 2: C1CN(P(=O)(OC1)NCCCl)CCCl. Cell line: SN12C. Synergy scores: CSS=2.48, Synergy_ZIP=-0.381, Synergy_Bliss=1.36, Synergy_Loewe=-0.481, Synergy_HSA=0.910. (2) Drug 1: C1C(C(OC1N2C=C(C(=O)NC2=O)F)CO)O. Drug 2: CC1CCC2CC(C(=CC=CC=CC(CC(C(=O)C(C(C(=CC(C(=O)CC(OC(=O)C3CCCCN3C(=O)C(=O)C1(O2)O)C(C)CC4CCC(C(C4)OC)OCCO)C)C)O)OC)C)C)C)OC. Cell line: NCIH23. Synergy scores: CSS=7.50, Synergy_ZIP=-1.04, Synergy_Bliss=5.66, Synergy_Loewe=-0.373, Synergy_HSA=3.86. (3) Drug 2: C1CCC(C(C1)N)N.C(=O)(C(=O)[O-])[O-].[Pt+4]. Synergy scores: CSS=4.38, Synergy_ZIP=-8.16, Synergy_Bliss=-7.88, Synergy_Loewe=-23.7, Synergy_HSA=-5.57. Drug 1: CN(C)C1=NC(=NC(=N1)N(C)C)N(C)C. Cell line: CAKI-1. (4) Drug 1: CC1=CC2C(CCC3(C2CCC3(C(=O)C)OC(=O)C)C)C4(C1=CC(=O)CC4)C. Drug 2: CC1=C(C=C(C=C1)C(=O)NC2=CC(=CC(=C2)C(F)(F)F)N3C=C(N=C3)C)NC4=NC=CC(=N4)C5=CN=CC=C5. Cell line: A498. Synergy scores: CSS=-2.14, Synergy_ZIP=0.821, Synergy_Bliss=0.308, Synergy_Loewe=-4.23, Synergy_HSA=-4.15. (5) Drug 1: COC1=NC(=NC2=C1N=CN2C3C(C(C(O3)CO)O)O)N. Drug 2: CS(=O)(=O)CCNCC1=CC=C(O1)C2=CC3=C(C=C2)N=CN=C3NC4=CC(=C(C=C4)OCC5=CC(=CC=C5)F)Cl. Cell line: NCI-H460. Synergy scores: CSS=-1.47, Synergy_ZIP=0.602, Synergy_Bliss=-0.817, Synergy_Loewe=-1.22, Synergy_HSA=-1.84. (6) Drug 1: CCC1(CC2CC(C3=C(CCN(C2)C1)C4=CC=CC=C4N3)(C5=C(C=C6C(=C5)C78CCN9C7C(C=CC9)(C(C(C8N6C)(C(=O)OC)O)OC(=O)C)CC)OC)C(=O)OC)O.OS(=O)(=O)O. Drug 2: CC(C)NC(=O)C1=CC=C(C=C1)CNNC.Cl. Cell line: SN12C. Synergy scores: CSS=0.510, Synergy_ZIP=-0.00373, Synergy_Bliss=-2.48, Synergy_Loewe=-0.602, Synergy_HSA=-2.80.